This data is from NCI-60 drug combinations with 297,098 pairs across 59 cell lines. The task is: Regression. Given two drug SMILES strings and cell line genomic features, predict the synergy score measuring deviation from expected non-interaction effect. (1) Drug 1: CN1C(=O)N2C=NC(=C2N=N1)C(=O)N. Drug 2: C1=NC(=NC(=O)N1C2C(C(C(O2)CO)O)O)N. Cell line: NCIH23. Synergy scores: CSS=-2.27, Synergy_ZIP=-2.44, Synergy_Bliss=-8.27, Synergy_Loewe=-11.2, Synergy_HSA=-8.54. (2) Drug 1: C1CCC(CC1)NC(=O)N(CCCl)N=O. Drug 2: C1CNP(=O)(OC1)N(CCCl)CCCl. Cell line: OVCAR-8. Synergy scores: CSS=19.2, Synergy_ZIP=-5.03, Synergy_Bliss=-1.51, Synergy_Loewe=-11.8, Synergy_HSA=-3.42.